From a dataset of Catalyst prediction with 721,799 reactions and 888 catalyst types from USPTO. Predict which catalyst facilitates the given reaction. (1) Reactant: [NH2:1][C:2]12[CH2:9][C:6]([NH:10][C:11]([C:13]3[CH:18]=[N:17][CH:16]=[C:15]([CH3:19])[N:14]=3)=[O:12])([CH2:7][CH2:8]1)[CH2:5][CH2:4][CH2:3]2.C(N(CC)CC)C.[C:27]([O:31][C:32](O[C:32]([O:31][C:27]([CH3:30])([CH3:29])[CH3:28])=[O:33])=[O:33])([CH3:30])([CH3:29])[CH3:28]. Product: [C:27]([O:31][C:32](=[O:33])[NH:1][C:2]12[CH2:9][C:6]([NH:10][C:11]([C:13]3[CH:18]=[N:17][CH:16]=[C:15]([CH3:19])[N:14]=3)=[O:12])([CH2:7][CH2:8]1)[CH2:5][CH2:4][CH2:3]2)([CH3:30])([CH3:29])[CH3:28]. The catalyst class is: 2. (2) Reactant: [CH2:1]([O:8][CH:9]([CH3:21])[C:10]([NH:12][N:13]1[C:17]([C:18]([NH2:20])=[O:19])=[CH:16][N:15]=[CH:14]1)=O)[C:2]1[CH:7]=[CH:6][CH:5]=[CH:4][CH:3]=1.[OH-].[K+]. Product: [CH2:1]([O:8][CH:9]([C:10]1[NH:20][C:18](=[O:19])[C:17]2=[CH:16][N:15]=[CH:14][N:13]2[N:12]=1)[CH3:21])[C:2]1[CH:7]=[CH:6][CH:5]=[CH:4][CH:3]=1. The catalyst class is: 88. (3) Reactant: [C:1]1([C:11]2[CH:16]=[CH:15][CH:14]=[CH:13][CH:12]=2)[CH:6]=[CH:5][CH:4]=[CH:3][C:2]=1[C:7](=[O:10])[CH2:8]Br.[C:17]([O-:20])(=[O:19])[CH3:18].[Na+]. Product: [C:1]1([C:11]2[CH:16]=[CH:15][CH:14]=[CH:13][CH:12]=2)[CH:6]=[CH:5][CH:4]=[CH:3][C:2]=1[C:7](=[O:10])[CH2:8][O:20][C:17](=[O:19])[CH3:18]. The catalyst class is: 9. (4) Reactant: [C:1]([C:4]1[C:5]([F:40])=[C:6]([CH:36]=[CH:37][C:38]=1[F:39])[O:7][CH:8]([C:21]1[O:22][CH:23]=[C:24]([C:26]2[CH:31]=[CH:30][C:29]([C:32]([F:35])([F:34])[F:33])=[CH:28][CH:27]=2)[N:25]=1)[CH2:9][NH:10][C:11](=O)[O:12]CC1C=CC=CC=1)(=[O:3])[NH2:2].[CH2:41](N(CC)CC)C.C(OC(=O)C)(=O)C. Product: [C:11]([NH:10][CH2:9][CH:8]([C:21]1[O:22][CH:23]=[C:24]([C:26]2[CH:31]=[CH:30][C:29]([C:32]([F:33])([F:34])[F:35])=[CH:28][CH:27]=2)[N:25]=1)[O:7][C:6]1[C:5]([F:40])=[C:4]([C:38]([F:39])=[CH:37][CH:36]=1)[C:1]([NH2:2])=[O:3])(=[O:12])[CH3:41]. The catalyst class is: 25. (5) Reactant: C([O:3][C:4]([C:6]1[NH:7][C:8]2[C:13]([C:14]=1[CH2:15][CH2:16][CH2:17][NH2:18])=[CH:12][C:11]([C:19](=[O:27])[NH:20][C:21]1[CH:22]=[N:23][CH:24]=[CH:25][CH:26]=1)=[CH:10][CH:9]=2)=O)C.C[Al](C)C. Product: [N:23]1[CH:24]=[CH:25][CH:26]=[C:21]([NH:20][C:19]([C:11]2[CH:12]=[C:13]3[C:8](=[CH:9][CH:10]=2)[NH:7][C:6]2[C:4](=[O:3])[NH:18][CH2:17][CH2:16][CH2:15][C:14]3=2)=[O:27])[CH:22]=1. The catalyst class is: 1. (6) The catalyst class is: 88. Product: [CH3:16][O:15][CH2:14][CH2:13][CH2:12][O:11][C:7]1[CH:6]=[C:5]([CH:10]=[CH:9][CH:8]=1)[C:4]([OH:17])=[O:3]. Reactant: C([O:3][C:4](=[O:17])[C:5]1[CH:10]=[CH:9][CH:8]=[C:7]([O:11][CH2:12][CH2:13][CH2:14][O:15][CH3:16])[CH:6]=1)C.[OH-].[Na+]. (7) Product: [Br:1][C:2]1[CH:3]=[CH:4][C:5](=[O:11])[N:6]([CH2:8][CH2:9][Br:13])[CH:7]=1. Reactant: [Br:1][C:2]1[CH:3]=[CH:4][C:5](=[O:11])[N:6]([CH2:8][CH2:9]O)[CH:7]=1.P(Br)(Br)[Br:13]. The catalyst class is: 2. (8) Reactant: CN(C(ON1N=N[C:11]2[CH:12]=[CH:13][CH:14]=[N:15][C:10]1=2)=[N+](C)C)C.F[P-](F)(F)(F)(F)F.[NH:25]1[C:29]2[CH:30]=[CH:31][CH:32]=[CH:33][C:28]=2[N:27]=[C:26]1[C:34]([C:36]1[CH:51]=[CH:50][C:39]([O:40][C:41]2[N:49]=[CH:48][CH:47]=[CH:46][C:42]=2[C:43](O)=[O:44])=[CH:38][CH:37]=1)=[O:35].[CH:52]([N:55](C(C)C)CC)(C)[CH3:53].C1C=CC(CCN)=CC=1. Product: [NH:27]1[C:28]2[CH:33]=[CH:32][CH:31]=[CH:30][C:29]=2[N:25]=[C:26]1[C:34]([C:36]1[CH:37]=[CH:38][C:39]([O:40][C:41]2[N:49]=[CH:48][CH:47]=[CH:46][C:42]=2[C:43]([NH:55][CH2:52][CH2:53][C:10]2[CH:11]=[CH:12][CH:13]=[CH:14][N:15]=2)=[O:44])=[CH:50][CH:51]=1)=[O:35]. The catalyst class is: 3. (9) Reactant: [NH2:1][C:2](=[N:33]O)[C:3]1[CH:4]=[C:5]2[C:10](=[CH:11][CH:12]=1)[C:9](=[O:13])[N:8]([CH2:14][CH:15]([CH3:17])[CH3:16])[C:7]([CH2:18][NH:19][C:20](=[O:26])[O:21][C:22]([CH3:25])([CH3:24])[CH3:23])=[C:6]2[C:27]1[CH:32]=[CH:31][CH:30]=[CH:29][CH:28]=1.C(N(CC)CC)C.[CH3:42][O:43][C:44](=[O:47])[CH2:45][CH3:46].O. Product: [C:22]([O:21][C:20]([NH:19][CH2:18][C:7]1[N:8]([CH2:14][CH:15]([CH3:17])[CH3:16])[C:9](=[O:13])[C:10]2[C:5]([C:6]=1[C:27]1[CH:32]=[CH:31][CH:30]=[CH:29][CH:28]=1)=[CH:4][C:3]([C:2]1[NH:33][CH:46]=[C:45]([C:44]([O:43][CH3:42])=[O:47])[N:1]=1)=[CH:12][CH:11]=2)=[O:26])([CH3:25])([CH3:24])[CH3:23]. The catalyst class is: 13. (10) Reactant: [NH2:1][C:2]1[S:6][N:5]=[C:4]([CH3:7])[C:3]=1[C:8]([NH:10][C:11]1[CH:16]=[CH:15][C:14]([F:17])=[C:13]([F:18])[CH:12]=1)=[O:9].Cl[C:20]1[N:21]=[CH:22][C:23]([C:26]([NH:28][CH3:29])=[O:27])=[N:24][CH:25]=1.P([O-])([O-])([O-])=O.[K+].[K+].[K+].C(P(C(C)(C)C)C1C(C)=C(C)C(C)=C(C)C=1C1C(C(C)C)=CC(C(C)C)=CC=1C(C)C)(C)(C)C. Product: [F:18][C:13]1[CH:12]=[C:11]([NH:10][C:8]([C:3]2[C:4]([CH3:7])=[N:5][S:6][C:2]=2[NH:1][C:20]2[N:21]=[CH:22][C:23]([C:26]([NH:28][CH3:29])=[O:27])=[N:24][CH:25]=2)=[O:9])[CH:16]=[CH:15][C:14]=1[F:17]. The catalyst class is: 107.